From a dataset of Full USPTO retrosynthesis dataset with 1.9M reactions from patents (1976-2016). Predict the reactants needed to synthesize the given product. Given the product [Br:13][C:14]1[C:15]2[CH:18]=[CH:19][S:3][C:2]=2[CH:1]=[C:20]([CH3:22])[CH:21]=1, predict the reactants needed to synthesize it. The reactants are: [C:1](OC)(=O)[CH2:2][SH:3].C(=O)([O-])[O-].[K+].[K+].[Br:13][C:14]1[CH:21]=[C:20]([CH3:22])[CH:19]=[C:18](Br)[C:15]=1C=O.Cl.